This data is from NCI-60 drug combinations with 297,098 pairs across 59 cell lines. The task is: Regression. Given two drug SMILES strings and cell line genomic features, predict the synergy score measuring deviation from expected non-interaction effect. (1) Drug 1: COC1=CC(=CC(=C1O)OC)C2C3C(COC3=O)C(C4=CC5=C(C=C24)OCO5)OC6C(C(C7C(O6)COC(O7)C8=CC=CS8)O)O. Drug 2: CC(C)(C#N)C1=CC(=CC(=C1)CN2C=NC=N2)C(C)(C)C#N. Cell line: TK-10. Synergy scores: CSS=17.3, Synergy_ZIP=-9.14, Synergy_Bliss=-1.12, Synergy_Loewe=-1.86, Synergy_HSA=0.112. (2) Drug 1: CCC1(CC2CC(C3=C(CCN(C2)C1)C4=CC=CC=C4N3)(C5=C(C=C6C(=C5)C78CCN9C7C(C=CC9)(C(C(C8N6C)(C(=O)OC)O)OC(=O)C)CC)OC)C(=O)OC)O.OS(=O)(=O)O. Drug 2: CS(=O)(=O)OCCCCOS(=O)(=O)C. Cell line: MALME-3M. Synergy scores: CSS=3.83, Synergy_ZIP=-3.01, Synergy_Bliss=-4.17, Synergy_Loewe=-3.39, Synergy_HSA=-4.03.